Predict which catalyst facilitates the given reaction. From a dataset of Catalyst prediction with 721,799 reactions and 888 catalyst types from USPTO. (1) Reactant: Br[C:2]1[CH:7]=[CH:6][C:5]([Cl:8])=[CH:4][C:3]=1[N+:9]([O-:11])=[O:10].[O-]P([O-])([O-])=O.[K+].[K+].[K+].[OH:20][CH2:21][C:22]1[CH:27]=[CH:26][C:25](B(O)O)=[CH:24][CH:23]=1.O. Product: [Cl:8][C:5]1[CH:6]=[CH:7][C:2]([C:25]2[CH:26]=[CH:27][C:22]([CH2:21][OH:20])=[CH:23][CH:24]=2)=[C:3]([N+:9]([O-:11])=[O:10])[CH:4]=1. The catalyst class is: 628. (2) Reactant: C(O[C:6](=[O:24])[N:7]([C:9]1[CH:10]=[N:11][C:12]([N:16]2[CH2:20][C@H:19]([OH:21])[CH2:18][C@H:17]2[CH2:22][OH:23])=[CH:13][C:14]=1[I:15])[CH3:8])(C)(C)C.Cl.C(N(C(C)C)C(C)C)C.[F:35][C:36]([F:54])([F:53])[C:37]1[CH:38]=[C:39]([C:47](C)([CH3:51])[C:48](Cl)=O)[CH:40]=[C:41]([C:43]([F:46])([F:45])[F:44])[CH:42]=1. Product: [F:35][C:36]([F:53])([F:54])[C:37]1[CH:38]=[C:39]([C:47]([CH3:51])([CH3:48])[C:6]([N:7]([C:9]2[CH:10]=[N:11][C:12]([N:16]3[CH2:20][C@H:19]([OH:21])[CH2:18][C@H:17]3[CH2:22][OH:23])=[CH:13][C:14]=2[I:15])[CH3:8])=[O:24])[CH:40]=[C:41]([C:43]([F:44])([F:45])[F:46])[CH:42]=1. The catalyst class is: 268. (3) Reactant: [Br:1][CH2:2][CH2:3][CH2:4][CH2:5][C:6]1[CH:11]=[CH:10][C:9]([CH2:12][CH2:13][CH2:14][CH3:15])=[CH:8][CH:7]=1.[N:16]1[CH:21]=[CH:20][C:19]([CH3:22])=[C:18]([CH3:23])[CH:17]=1. Product: [Br-:1].[CH2:12]([C:9]1[CH:10]=[CH:11][C:6]([CH2:5][CH2:4][CH2:3][CH2:2][N+:16]2[CH:21]=[CH:20][C:19]([CH3:22])=[C:18]([CH3:23])[CH:17]=2)=[CH:7][CH:8]=1)[CH2:13][CH2:14][CH3:15]. The catalyst class is: 10. (4) Product: [CH:1]([N:4]1[CH:8]=[CH:7][C:6]([CH:9]([N:14]2[CH2:20][CH2:19][CH2:18][N:17]([C:21]3[C:22]([O:31][CH3:32])=[CH:23][CH:24]=[C:25]4[C:30]=3[N:29]=[CH:28][CH:27]=[CH:26]4)[CH2:16][CH2:15]2)[CH2:10][C:11]([NH:40][CH2:39][CH2:38][N:33]2[CH2:37][CH2:36][CH2:35][CH2:34]2)=[O:13])=[N:5]1)([CH3:3])[CH3:2]. Reactant: [CH:1]([N:4]1[CH:8]=[CH:7][C:6]([CH:9]([N:14]2[CH2:20][CH2:19][CH2:18][N:17]([C:21]3[C:22]([O:31][CH3:32])=[CH:23][CH:24]=[C:25]4[C:30]=3[N:29]=[CH:28][CH:27]=[CH:26]4)[CH2:16][CH2:15]2)[CH2:10][C:11]([OH:13])=O)=[N:5]1)([CH3:3])[CH3:2].[N:33]1([CH2:38][CH2:39][NH2:40])[CH2:37][CH2:36][CH2:35][CH2:34]1.CN(C=O)C.CN(C(ON1N=NC2C=CC=NC1=2)=[N+](C)C)C.F[P-](F)(F)(F)(F)F. The catalyst class is: 6. (5) Reactant: Cl[C:2]1[C:11]2[C:6](=[CH:7][C:8]([S:12]([O:15][C:16]3[C:21]([F:22])=[C:20]([F:23])[C:19]([F:24])=[C:18]([F:25])[C:17]=3[F:26])(=[O:14])=[O:13])=[CH:9][CH:10]=2)[CH:5]=[CH:4][N:3]=1.[Br:27][C:28]1[CH:33]=[C:32]([Cl:34])[CH:31]=[CH:30][C:29]=1B(O)O.C(=O)([O-])[O-].[K+].[K+]. Product: [Br:27][C:28]1[CH:33]=[C:32]([Cl:34])[CH:31]=[CH:30][C:29]=1[C:2]1[C:11]2[C:6](=[CH:7][C:8]([S:12]([O:15][C:16]3[C:21]([F:22])=[C:20]([F:23])[C:19]([F:24])=[C:18]([F:25])[C:17]=3[F:26])(=[O:14])=[O:13])=[CH:9][CH:10]=2)[CH:5]=[CH:4][N:3]=1. The catalyst class is: 73.